This data is from Reaction yield outcomes from USPTO patents with 853,638 reactions. The task is: Predict the reaction yield, written as a fraction of the theoretical maximum amount of product (1.0 means a 100% yield; for example, 0.34 means a 34% yield). (1) The reactants are S(=O)(=O)(O)O.[Cl:6][C:7]1[CH:8]=[C:9]2[C:14](=[CH:15][CH:16]=1)[CH:13]=[C:12]([S:17]([CH2:20]/[CH:21]=[CH:22]/[C:23]([O:25]CC)=[O:24])(=[O:19])=[O:18])[CH:11]=[CH:10]2. The catalyst is C(O)(=O)C. The product is [Cl:6][C:7]1[CH:8]=[C:9]2[C:14](=[CH:15][CH:16]=1)[CH:13]=[C:12]([S:17]([CH2:20]/[CH:21]=[CH:22]/[C:23]([OH:25])=[O:24])(=[O:18])=[O:19])[CH:11]=[CH:10]2. The yield is 0.780. (2) The reactants are FC(F)(F)S(O[C:7]1[CH:8]=[C:9]2[C:14](=[CH:15][N:16]=1)[N:13]([C:17]1[C:21]3[CH2:22][N:23]([C:26](=[O:28])[CH3:27])[CH2:24][CH2:25][C:20]=3[N:19]([CH:29]3[CH2:34][CH2:33][O:32][CH2:31][CH2:30]3)[N:18]=1)[CH2:12][CH2:11][CH2:10]2)(=O)=O.[CH3:37][NH:38][C:39](=[O:55])[C:40]1[CH:45]=[CH:44][C:43](B2OC(C)(C)C(C)(C)O2)=[CH:42][N:41]=1.C(=O)([O-])[O-].[Na+].[Na+].C1(P(C2CCCCC2)C2C=CC=CC=2C2C(C(C)C)=CC(C(C)C)=CC=2C(C)C)CCCCC1. The catalyst is C1COCC1.O.CC(C1C=C(C(C)C)C(C2C=CC=C(P(C3CCCCC3)C3CCCCC3)C=2)=C(C(C)C)C=1)C.C1C=[C-]C(C2C(N)=CC=CC=2)=CC=1.Cl[Pd+].C(Cl)Cl. The product is [C:26]([N:23]1[CH2:24][CH2:25][C:20]2[N:19]([CH:29]3[CH2:34][CH2:33][O:32][CH2:31][CH2:30]3)[N:18]=[C:17]([N:13]3[C:14]4[C:9](=[CH:8][C:7]([C:43]5[CH:44]=[CH:45][C:40]([C:39]([NH:38][CH3:37])=[O:55])=[N:41][CH:42]=5)=[N:16][CH:15]=4)[CH2:10][CH2:11][CH2:12]3)[C:21]=2[CH2:22]1)(=[O:28])[CH3:27]. The yield is 0.380.